From a dataset of Reaction yield outcomes from USPTO patents with 853,638 reactions. Predict the reaction yield, written as a fraction of the theoretical maximum amount of product (1.0 means a 100% yield; for example, 0.34 means a 34% yield). (1) The reactants are Cl[C:2]1[CH:7]=[CH:6][C:5]([N+:8]([O-:10])=[O:9])=[CH:4][N:3]=1.Cl.[NH:12]1[CH2:17][CH2:16][CH:15]([CH2:18][C:19]([O:21][CH3:22])=[O:20])[CH2:14][CH2:13]1.C(N=P1(N(CC)CC)N(C)CCCN1C)(C)(C)C. The catalyst is CC(N(C)C)=O. The product is [N+:8]([C:5]1[CH:6]=[CH:7][C:2]([N:12]2[CH2:17][CH2:16][CH:15]([CH2:18][C:19]([O:21][CH3:22])=[O:20])[CH2:14][CH2:13]2)=[N:3][CH:4]=1)([O-:10])=[O:9]. The yield is 0.210. (2) The catalyst is CC(O)C. The product is [N:12]1([C:4]2[N:3]=[C:2]([NH:19][CH2:20][C:21]3[C:30]4[C:25](=[CH:26][CH:27]=[CH:28][CH:29]=4)[N:24]=[CH:23][CH:22]=3)[C:11]3[C:6](=[CH:7][CH:8]=[CH:9][CH:10]=3)[N:5]=2)[CH2:17][CH2:16][CH2:15][CH2:14][CH2:13]1. The reactants are Cl[C:2]1[C:11]2[C:6](=[CH:7][CH:8]=[CH:9][CH:10]=2)[N:5]=[C:4]([N:12]2[CH2:17][CH2:16][CH2:15][CH2:14][CH2:13]2)[N:3]=1.Cl.[NH2:19][CH2:20][C:21]1[C:30]2[C:25](=[CH:26][CH:27]=[CH:28][CH:29]=2)[N:24]=[CH:23][CH:22]=1. The yield is 0.320. (3) The yield is 0.360. The product is [NH2:12][O:13][C@@H:14]1[CH2:18][CH2:17][N:16]([C:19]([O:21][C:22]([CH3:25])([CH3:24])[CH3:23])=[O:20])[CH2:15]1. The reactants are O=C1N2C[C@@H](CC[C@H]2C([NH:12][O:13][C@H:14]2[CH2:18][CH2:17][N:16]([C:19]([O:21][C:22]([CH3:25])([CH3:24])[CH3:23])=[O:20])[CH2:15]2)=O)N1OS(O)(=O)=O.FC(F)(F)C(O)=O. The catalyst is C(Cl)Cl. (4) The yield is 0.520. The reactants are [C:1](/[CH:3]=[CH:4]/[S:5]([C:8]1[CH:13]=[CH:12][C:11]([C:14]([CH3:19])([CH3:18])[C:15]([OH:17])=O)=[CH:10][CH:9]=1)(=[O:7])=[O:6])#[N:2].[CH3:20][O:21][C:22]1[CH:27]=[CH:26][C:25]([NH2:28])=[CH:24][CH:23]=1.Cl.CN(C)CCCN=C=NCC.ON1C2C=CC=CC=2N=N1. The product is [C:1](/[CH:3]=[CH:4]/[S:5]([C:8]1[CH:9]=[CH:10][C:11]([C:14]([CH3:19])([CH3:18])[C:15]([NH:28][C:25]2[CH:26]=[CH:27][C:22]([O:21][CH3:20])=[CH:23][CH:24]=2)=[O:17])=[CH:12][CH:13]=1)(=[O:6])=[O:7])#[N:2]. The catalyst is C(Cl)Cl. (5) The reactants are C([O:4][CH2:5][CH2:6][O:7][C@@H:8]1[CH2:13][CH2:12][CH2:11][CH2:10][C@H:9]1[NH:14][C:15]([C:17]1[N:18]=[C:19]([C:29]2[CH:34]=[CH:33][CH:32]=[CH:31][C:30]=2[Cl:35])[N:20]([C:22]2[CH:27]=[CH:26][C:25]([Cl:28])=[CH:24][CH:23]=2)[CH:21]=1)=[O:16])(=O)C.[BH4-].[Na+].CC(C)=O. The catalyst is C1COCC1.O. The product is [Cl:35][C:30]1[CH:31]=[CH:32][CH:33]=[CH:34][C:29]=1[C:19]1[N:20]([C:22]2[CH:27]=[CH:26][C:25]([Cl:28])=[CH:24][CH:23]=2)[CH:21]=[C:17]([C:15]([NH:14][C@@H:9]2[CH2:10][CH2:11][CH2:12][CH2:13][C@@H:8]2[O:7][CH2:6][CH2:5][OH:4])=[O:16])[N:18]=1. The yield is 0.260. (6) The reactants are C([N-]C(C)C)(C)C.[Li+].[Cl:9][C:10]1[CH:11]=[C:12]([CH2:16][C:17]([OH:19])=[O:18])[CH:13]=[CH:14][CH:15]=1.I[CH2:21][CH:22]1[CH2:26][CH2:25][CH2:24][CH2:23]1. The catalyst is O1CCCC1.CN1CCCN(C)C1=O.CN1CCCN(C)C1=O. The product is [Cl:9][C:10]1[CH:11]=[C:12]([CH:16]([CH2:21][CH:22]2[CH2:26][CH2:25][CH2:24][CH2:23]2)[C:17]([OH:19])=[O:18])[CH:13]=[CH:14][CH:15]=1. The yield is 0.729.